This data is from Full USPTO retrosynthesis dataset with 1.9M reactions from patents (1976-2016). The task is: Predict the reactants needed to synthesize the given product. (1) Given the product [Cl:67][C:63]1[CH:62]=[C:61]([C:58]2[CH:57]=[CH:56][C:55]([CH2:54][C@@H:45]([NH:44][C:8]([C:6]3[O:5][N:4]=[C:3]([O:2][CH3:1])[CH:7]=3)=[O:10])[CH2:46][C@:47]([CH2:52][OH:53])([CH3:51])[C:48]([OH:50])=[O:49])=[CH:60][CH:59]=2)[CH:66]=[CH:65][CH:64]=1, predict the reactants needed to synthesize it. The reactants are: [CH3:1][O:2][C:3]1[CH:7]=[C:6]([C:8]([OH:10])=O)[O:5][N:4]=1.CN(C(ON1N=NC2C=CC=NC1=2)=[N+](C)C)C.F[P-](F)(F)(F)(F)F.CCN(C(C)C)C(C)C.[NH2:44][C@H:45]([CH2:54][C:55]1[CH:60]=[CH:59][C:58]([C:61]2[CH:66]=[CH:65][CH:64]=[C:63]([Cl:67])[CH:62]=2)=[CH:57][CH:56]=1)[CH2:46][C@:47]([CH2:52][OH:53])([CH3:51])[C:48]([OH:50])=[O:49]. (2) Given the product [NH2:32][C:27]1[CH:26]=[CH:25][CH:24]=[C:23]([C:22]2[CH:21]=[CH:20][N:19]=[C:18]3[NH:34][C:15]([C:12]4[CH:11]=[CH:10][C:9]([C:7]([N:1]5[CH2:6][CH2:5][O:4][CH2:3][CH2:2]5)=[O:8])=[CH:14][CH:13]=4)=[N:16][C:17]=23)[C:28]=1[CH2:29][OH:30], predict the reactants needed to synthesize it. The reactants are: [N:1]1([C:7]([C:9]2[CH:14]=[CH:13][C:12]([C:15]3[NH:34][C:18]4=[N:19][CH:20]=[CH:21][C:22]([C:23]5[C:28]6[CH2:29][O:30]C(=O)[NH:32][C:27]=6[CH:26]=[CH:25][CH:24]=5)=[C:17]4[N:16]=3)=[CH:11][CH:10]=2)=[O:8])[CH2:6][CH2:5][O:4][CH2:3][CH2:2]1.[OH-].[Na+].